The task is: Predict the reactants needed to synthesize the given product.. This data is from Full USPTO retrosynthesis dataset with 1.9M reactions from patents (1976-2016). (1) Given the product [OH:1][CH2:2][C@@H:3]1[CH2:8][C:7]([C:9]2[N:10]=[C:11]([S:14][CH2:27][C:26]3[CH:29]=[CH:30][C:23]([O:22][CH3:21])=[CH:24][CH:25]=3)[S:12][CH:13]=2)=[CH:6][CH2:5][N:4]1[C:15]([O:17][CH2:18][CH:19]=[CH2:20])=[O:16], predict the reactants needed to synthesize it. The reactants are: [OH:1][CH2:2][C@@H:3]1[CH2:8][C:7]([C:9]2[N:10]=[C:11]([SH:14])[S:12][CH:13]=2)=[CH:6][CH2:5][N:4]1[C:15]([O:17][CH2:18][CH:19]=[CH2:20])=[O:16].[CH3:21][O:22][C:23]1[CH:30]=[CH:29][C:26]([CH2:27]Cl)=[CH:25][CH:24]=1.C(N(CC)CC)C.C(=O)([O-])O.[Na+]. (2) Given the product [C:33]([O:32][C:30]([NH:29][C:28]([NH:37][C@@H:38]1[CH2:43][CH2:42][CH2:41][CH2:40][C@@H:39]1[NH:44][C:45]1[C:54]2[C:49](=[CH:50][CH:51]=[C:52]([O:55][CH3:56])[CH:53]=2)[N:48]=[C:47]([NH:57][C:15](=[O:16])[C:14]2[CH:18]=[CH:19][C:11]([Cl:10])=[CH:12][CH:13]=2)[N:46]=1)=[N:27][C:25]([O:24][C:20]([CH3:23])([CH3:22])[CH3:21])=[O:26])=[O:31])([CH3:34])([CH3:35])[CH3:36], predict the reactants needed to synthesize it. The reactants are: C(N(CC)C(C)C)(C)C.[Cl:10][C:11]1[CH:19]=[CH:18][C:14]([C:15](Cl)=[O:16])=[CH:13][CH:12]=1.[C:20]([O:24][C:25]([NH:27][C:28]([NH:37][C@@H:38]1[CH2:43][CH2:42][CH2:41][CH2:40][C@@H:39]1[NH:44][C:45]1[C:54]2[C:49](=[CH:50][CH:51]=[C:52]([O:55][CH3:56])[CH:53]=2)[N:48]=[C:47]([NH2:57])[N:46]=1)=[N:29][C:30]([O:32][C:33]([CH3:36])([CH3:35])[CH3:34])=[O:31])=[O:26])([CH3:23])([CH3:22])[CH3:21].O. (3) Given the product [O:2]=[C:3]1[CH:8]=[CH:7][N:6]([C:20]([O:22][CH2:23][C:24]2[CH:29]=[CH:28][CH:27]=[CH:26][CH:25]=2)=[O:21])[CH:5]([C:16]2[CH:11]=[CH:12][CH:13]=[CH:14][CH:15]=2)[CH2:4]1, predict the reactants needed to synthesize it. The reactants are: C[O:2][C:3]1[CH:8]=[CH:7][N:6]=[CH:5][CH:4]=1.CO[C:11]1[CH:12]=[C:13]([Mg]Br)[CH:14]=[CH:15][CH:16]=1.Cl[C:20]([O:22][CH2:23][C:24]1[CH:29]=[CH:28][CH:27]=[CH:26][CH:25]=1)=[O:21].Cl. (4) Given the product [CH2:7]([N:11]([C:12]1[N:3]2[NH:4][CH:5]=[N:6][C:2]2=[N:1][C:16]=1[C:15]1[C:18]([F:22])=[CH:19][CH:20]=[CH:21][C:14]=1[Cl:13])[C:23](=[O:25])[CH3:24])[CH2:8][CH2:9][CH3:10], predict the reactants needed to synthesize it. The reactants are: [NH2:1][C:2]1[N:6]=[CH:5][NH:4][N:3]=1.[CH2:7]([N+:11]#[C-:12])[CH2:8][CH2:9][CH3:10].[Cl:13][C:14]1[CH:21]=[CH:20][CH:19]=[C:18]([F:22])[C:15]=1[CH:16]=O.[C:23](Cl)(=[O:25])[CH3:24]. (5) Given the product [O:12]=[C:8]1[NH:7][C:6]([CH2:5][O:4][CH2:1][CH:2]=[CH2:3])([C:13]2[CH:18]=[CH:17][CH:16]=[C:15]([C:19]([F:21])([F:22])[F:20])[CH:14]=2)[C:10](=[O:11])[N:9]1[C:24]1[CH:31]=[CH:30][C:27]([C:28]#[N:29])=[C:26]([C:32]([F:33])([F:35])[F:34])[CH:25]=1, predict the reactants needed to synthesize it. The reactants are: [CH2:1]([O:4][CH2:5][C:6]1([C:13]2[CH:18]=[CH:17][CH:16]=[C:15]([C:19]([F:22])([F:21])[F:20])[CH:14]=2)[C:10](=[O:11])[NH:9][C:8](=[O:12])[NH:7]1)[CH:2]=[CH2:3].Br[C:24]1[CH:31]=[CH:30][C:27]([C:28]#[N:29])=[C:26]([C:32]([F:35])([F:34])[F:33])[CH:25]=1. (6) Given the product [CH3:23][O:22][C:19]1[CH:20]=[CH:21][C:16]([N:14]([CH3:15])[C:12]2[C:11]3[C:6](=[CH:7][CH:8]=[CH:9][CH:10]=3)[N:5]=[C:4]([CH2:3][NH:26][C:25](=[O:38])[CH3:34])[N:13]=2)=[CH:17][CH:18]=1, predict the reactants needed to synthesize it. The reactants are: Cl.Cl[CH2:3][C:4]1[N:13]=[C:12]([N:14]([C:16]2[CH:21]=[CH:20][C:19]([O:22][CH3:23])=[CH:18][CH:17]=2)[CH3:15])[C:11]2[C:6](=[CH:7][CH:8]=[CH:9][CH:10]=2)[N:5]=1.Cl[C:25]1[C:34]2C(=CC=CC=2)N=C(CCl)[N:26]=1.C[O:38]C1C=CC(NC)=CC=1.Cl. (7) The reactants are: Br[C:2]1[CH:3]=[C:4]([CH:7]=[CH:8][CH:9]=1)[C:5]#[N:6].[NH:10]1[CH2:15][CH2:14][CH2:13][CH2:12][CH2:11]1.C([O-])([O-])=O.[Cs+].[Cs+]. Given the product [N:10]1([C:2]2[CH:3]=[C:4]([CH:7]=[CH:8][CH:9]=2)[C:5]#[N:6])[CH2:15][CH2:14][CH2:13][CH2:12][CH2:11]1, predict the reactants needed to synthesize it. (8) Given the product [NH:31]1[C:32]2[C:37](=[CH:36][CH:35]=[CH:34][CH:33]=2)[CH:38]=[C:30]1[NH2:6], predict the reactants needed to synthesize it. The reactants are: CC([N:6]1CCCC1)(C)CO.C(N(CC)CC)C.C1(C)C(S(Cl)(=O)=O)=CC=CC=1.C[C:30]1[NH:31][C:32]2[C:37]([C:38]=1C(OCC1C=CC=CC=1)=O)=[CH:36][C:35](O)=[CH:34][CH:33]=2.C(=O)([O-])[O-].[K+].[K+]. (9) Given the product [CH2:1]([S:3](=[NH:4])([C:12]1[C:13]([C:22]2[N:34]([CH3:35])[C:25]3=[N:26][CH:27]=[C:28]([C:30]([F:33])([F:32])[F:31])[CH:29]=[C:24]3[N:23]=2)=[N:14][CH:15]=[C:16]([C:18]([F:19])([F:20])[F:21])[CH:17]=1)=[O:11])[CH3:2], predict the reactants needed to synthesize it. The reactants are: [CH2:1]([S:3]([C:12]1[C:13]([C:22]2[N:34]([CH3:35])[C:25]3=[N:26][CH:27]=[C:28]([C:30]([F:33])([F:32])[F:31])[CH:29]=[C:24]3[N:23]=2)=[N:14][CH:15]=[C:16]([C:18]([F:21])([F:20])[F:19])[CH:17]=1)(=[O:11])=[N:4]C(=O)C(F)(F)F)[CH3:2].C(=O)([O-])[O-].[K+].[K+]. (10) Given the product [C:1]([O:5][C:6]([NH:8][CH2:9][CH2:10][O:11][C:12]1[CH:20]=[C:19]([S:21]([CH3:24])(=[O:23])=[O:22])[CH:18]=[CH:17][C:13]=1[C:14]([NH:25][C:26]1[C:27]([C:32]([NH:34][C:35]2[CH:40]=[CH:39][C:38]([Cl:41])=[CH:37][N:36]=2)=[O:33])=[N:28][CH:29]=[CH:30][CH:31]=1)=[O:16])=[O:7])([CH3:2])([CH3:3])[CH3:4], predict the reactants needed to synthesize it. The reactants are: [C:1]([O:5][C:6]([NH:8][CH2:9][CH2:10][O:11][C:12]1[CH:20]=[C:19]([S:21]([CH3:24])(=[O:23])=[O:22])[CH:18]=[CH:17][C:13]=1[C:14]([OH:16])=O)=[O:7])([CH3:4])([CH3:3])[CH3:2].[NH2:25][C:26]1[C:27]([C:32]([NH:34][C:35]2[CH:40]=[CH:39][C:38]([Cl:41])=[CH:37][N:36]=2)=[O:33])=[N:28][CH:29]=[CH:30][CH:31]=1.